From a dataset of Reaction yield outcomes from USPTO patents with 853,638 reactions. Predict the reaction yield, written as a fraction of the theoretical maximum amount of product (1.0 means a 100% yield; for example, 0.34 means a 34% yield). The reactants are C([Sn](CCCC)(CCCC)[C:6]1[S:10][CH:9]=[N:8][CH:7]=1)CCC.[Cl:19][C:20]1[CH:29]=[CH:28][C:27](I)=[CH:26][C:21]=1[C:22]([O:24][CH3:25])=[O:23]. The catalyst is C1(C)C=CC=CC=1.C1C=CC([P]([Pd]([P](C2C=CC=CC=2)(C2C=CC=CC=2)C2C=CC=CC=2)([P](C2C=CC=CC=2)(C2C=CC=CC=2)C2C=CC=CC=2)[P](C2C=CC=CC=2)(C2C=CC=CC=2)C2C=CC=CC=2)(C2C=CC=CC=2)C2C=CC=CC=2)=CC=1. The product is [Cl:19][C:20]1[CH:29]=[CH:28][C:27]([C:6]2[S:10][CH:9]=[N:8][CH:7]=2)=[CH:26][C:21]=1[C:22]([O:24][CH3:25])=[O:23]. The yield is 0.670.